From a dataset of Forward reaction prediction with 1.9M reactions from USPTO patents (1976-2016). Predict the product of the given reaction. Given the reactants Br[C:2]1[CH:3]=[N:4][C:5]([Cl:12])=[C:6]([CH:11]=1)[C:7]([O:9][CH3:10])=[O:8].[CH:13]1[CH2:17][CH2:16][CH2:15][CH:14]=1.C1(C)C=CC=CC=1P(C1C=CC=CC=1C)C1C=CC=CC=1C.C(N(CC)CC)C, predict the reaction product. The product is: [Cl:12][C:5]1[N:4]=[CH:3][C:2]([CH:17]2[CH2:16][CH2:15][CH:14]=[CH:13]2)=[CH:11][C:6]=1[C:7]([O:9][CH3:10])=[O:8].